Dataset: Catalyst prediction with 721,799 reactions and 888 catalyst types from USPTO. Task: Predict which catalyst facilitates the given reaction. (1) Reactant: CS(O[CH2:6][C:7]1[CH:12]=[CH:11][C:10]([NH:13][C:14]([O:16][C:17]([CH3:20])([CH3:19])[CH3:18])=[O:15])=[CH:9][N:8]=1)(=O)=O.[NH:21]1[CH2:26][CH2:25][O:24][CH2:23][CH2:22]1.C([O-])([O-])=O.[K+].[K+].O. Product: [O:24]1[CH2:25][CH2:26][N:21]([CH2:6][C:7]2[N:8]=[CH:9][C:10]([NH:13][C:14](=[O:15])[O:16][C:17]([CH3:20])([CH3:19])[CH3:18])=[CH:11][CH:12]=2)[CH2:22][CH2:23]1. The catalyst class is: 10. (2) Reactant: C[N:2]([C:4](/[C:6](/[Br:14])=[CH:7]/[CH:8]1[CH2:13][CH2:12][CH2:11][CH2:10][CH2:9]1)=O)[CH3:3].[CH2:15]([O:17][C:18]([C:20]1[C:21](N)=[N:22][NH:23]C=1)=[O:19])[CH3:16].Br. Product: [CH2:15]([O:17][C:18]([C:20]1[CH:21]=[N:22][N:23]2[C:7]([CH:8]3[CH2:9][CH2:10][CH2:11][CH2:12][CH2:13]3)=[C:6]([Br:14])[CH:4]=[N:2][C:3]=12)=[O:19])[CH3:16]. The catalyst class is: 212. (3) Reactant: [S:1]([NH2:5])(N)(=[O:3])=[O:2].[CH3:6]N.[F:8][C:9]([F:14])([F:13])[C:10]([OH:12])=[O:11].[NH2:15][CH2:16][C:17]1[C:18]([C:22]2[N:26]([C:27]3[CH:32]=[CH:31][C:30]([F:33])=[C:29]([Cl:34])[CH:28]=3)C(=O)[O:24][N:23]=2)=[N:19][O:20][N:21]=1.[OH-].[Na+]. Product: [F:8][C:9]([F:14])([F:13])[C:10]([OH:12])=[O:11].[Cl:34][C:29]1[CH:28]=[C:27]([NH:26][C:22]([C:18]2[C:17]([CH2:16][NH:15][S:1]([NH:5][CH3:6])(=[O:3])=[O:2])=[N:21][O:20][N:19]=2)=[N:23][OH:24])[CH:32]=[CH:31][C:30]=1[F:33]. The catalyst class is: 228. (4) Reactant: Br[C:2]1[N:11]=[C:10]([C:12]([NH:14][CH2:15][C:16]2[CH:21]=[CH:20][C:19]([F:22])=[CH:18][CH:17]=2)=[O:13])[C:9]([OH:23])=[C:8]2[C:3]=1[CH:4]=[CH:5][CH:6]=[N:7]2.[CH3:24][S:25]([N:28]1[CH2:34][CH2:33][S:32](=[O:36])(=[O:35])[NH:31][CH2:30][CH2:29]1)(=[O:27])=[O:26]. Product: [F:22][C:19]1[CH:20]=[CH:21][C:16]([CH2:15][NH:14][C:12]([C:10]2[C:9]([OH:23])=[C:8]3[C:3]([CH:4]=[CH:5][CH:6]=[N:7]3)=[C:2]([N:31]3[CH2:30][CH2:29][N:28]([S:25]([CH3:24])(=[O:26])=[O:27])[CH2:34][CH2:33][S:32]3(=[O:36])=[O:35])[N:11]=2)=[O:13])=[CH:17][CH:18]=1. The catalyst class is: 17. (5) Reactant: [CH:1]1([N:7]2[C:11]3[CH:12]=[CH:13][C:14]([CH2:16][N:17]4[CH2:22][CH2:21][CH2:20][CH2:19][CH2:18]4)=[CH:15][C:10]=3[N:9]=[C:8]2[NH2:23])[CH2:6][CH2:5][CH2:4][CH2:3][CH2:2]1.[Br:24][C:25]1[CH:26]=[C:27]2[C:31](=[CH:32][CH:33]=1)[N:30]([CH2:34][O:35][CH2:36][CH2:37][Si:38]([CH3:41])([CH3:40])[CH3:39])[N:29]=[C:28]2I.CC1(C)C2C(=C(P(C3C=CC=CC=3)C3C=CC=CC=3)C=CC=2)OC2C(P(C3C=CC=CC=3)C3C=CC=CC=3)=CC=CC1=2.P([O-])([O-])([O-])=O.[K+].[K+].[K+]. Product: [Br:24][C:25]1[CH:26]=[C:27]2[C:31](=[CH:32][CH:33]=1)[N:30]([CH2:34][O:35][CH2:36][CH2:37][Si:38]([CH3:41])([CH3:40])[CH3:39])[N:29]=[C:28]2[NH:23][C:8]1[N:7]([CH:1]2[CH2:2][CH2:3][CH2:4][CH2:5][CH2:6]2)[C:11]2[CH:12]=[CH:13][C:14]([CH2:16][N:17]3[CH2:18][CH2:19][CH2:20][CH2:21][CH2:22]3)=[CH:15][C:10]=2[N:9]=1. The catalyst class is: 62. (6) Reactant: C(N(CC)CC)C.[NH2:8][C:9]1[CH:10]=[C:11]([CH:24]=[CH:25][C:26]=1[CH3:27])[C:12]([NH:14][C:15]1[CH:20]=[CH:19][CH:18]=[C:17]([N:21]([CH3:23])[CH3:22])[CH:16]=1)=[O:13].[CH3:28][C:29]1[O:33][N:32]=[C:31]([C:34](Cl)=[O:35])[CH:30]=1. Product: [CH3:22][N:21]([CH3:23])[C:17]1[CH:16]=[C:15]([NH:14][C:12](=[O:13])[C:11]2[CH:24]=[CH:25][C:26]([CH3:27])=[C:9]([NH:8][C:34]([C:31]3[CH:30]=[C:29]([CH3:28])[O:33][N:32]=3)=[O:35])[CH:10]=2)[CH:20]=[CH:19][CH:18]=1. The catalyst class is: 143. (7) Reactant: N=C=N.[CH:4]1(/[CH:9]=[C:10](\[C:14]2[CH:15]=[N:16][C:17]([S:20][CH3:21])=[CH:18][CH:19]=2)/[C:11]([OH:13])=O)[CH2:8][CH2:7][CH2:6][CH2:5]1.C1C=CC2N(O)N=NC=2C=1.[S:32]1[CH:36]=[CH:35][N:34]=[C:33]1[NH2:37]. Product: [CH:4]1(/[CH:9]=[C:10](\[C:14]2[CH:15]=[N:16][C:17]([S:20][CH3:21])=[CH:18][CH:19]=2)/[C:11]([NH:37][C:33]2[S:32][CH:36]=[CH:35][N:34]=2)=[O:13])[CH2:5][CH2:6][CH2:7][CH2:8]1. The catalyst class is: 3. (8) Reactant: [CH3:1][N:2]1[C:6]2[CH:7]=[CH:8][CH:9]=[CH:10][C:5]=2[N:4]=[C:3]1[C:11]([OH:13])=O.Cl.[NH:15]1[CH2:18][CH:17]([C:19]2[C:24]([Cl:25])=[N:23][CH:22]=[CH:21][N:20]=2)[CH2:16]1.C1C=CC2N(O)N=NC=2C=1.CCN=C=NCCCN(C)C.CN1CCOCC1. Product: [Cl:25][C:24]1[C:19]([CH:17]2[CH2:18][N:15]([C:11]([C:3]3[N:2]([CH3:1])[C:6]4[CH:7]=[CH:8][CH:9]=[CH:10][C:5]=4[N:4]=3)=[O:13])[CH2:16]2)=[N:20][CH:21]=[CH:22][N:23]=1. The catalyst class is: 18. (9) Reactant: [Cl:1][C:2]1[CH:17]=[C:16]([N:18]2[CH2:22][CH2:21][C:20]([C:27]3[CH:32]=[C:31]([Cl:33])[CH:30]=[C:29]([Cl:34])[CH:28]=3)([C:23]([F:26])([F:25])[F:24])[CH2:19]2)[CH:15]=[CH:14][C:3]=1[C:4]([NH:6][CH2:7][C:8]1[CH:13]=[CH:12][CH:11]=[CH:10][N:9]=1)=O.COC1C=CC(P2(SP(C3C=CC(OC)=CC=3)(=S)S2)=[S:44])=CC=1. Product: [Cl:1][C:2]1[CH:17]=[C:16]([N:18]2[CH2:22][CH2:21][C:20]([C:27]3[CH:32]=[C:31]([Cl:33])[CH:30]=[C:29]([Cl:34])[CH:28]=3)([C:23]([F:26])([F:25])[F:24])[CH2:19]2)[CH:15]=[CH:14][C:3]=1[C:4](=[S:44])[NH:6][CH2:7][C:8]1[CH:13]=[CH:12][CH:11]=[CH:10][N:9]=1. The catalyst class is: 11.